Dataset: Catalyst prediction with 721,799 reactions and 888 catalyst types from USPTO. Task: Predict which catalyst facilitates the given reaction. (1) Reactant: [CH3:1][NH:2][C:3](=O)[C:4]1[CH:9]=[CH:8][CH:7]=[CH:6][C:5]=1[O:10][C:11]1[CH:16]=[CH:15][CH:14]=[CH:13][CH:12]=1.[BH4-].[Na+].II.CO. The catalyst class is: 1. Product: [CH3:1][NH:2][CH2:3][C:4]1[CH:9]=[CH:8][CH:7]=[CH:6][C:5]=1[O:10][C:11]1[CH:16]=[CH:15][CH:14]=[CH:13][CH:12]=1. (2) Reactant: [CH3:1][C:2]1([CH3:20])[O:19][C:6]2=[C:7]([CH3:18])[N:8]=[CH:9][C:10]([CH:11]=[CH:12][C:13]([O:15]CC)=[O:14])=[C:5]2[CH2:4][O:3]1.[OH-].[K+]. Product: [CH3:1][C:2]1([CH3:20])[O:19][C:6]2=[C:7]([CH3:18])[N:8]=[CH:9][C:10]([CH:11]=[CH:12][C:13]([OH:15])=[O:14])=[C:5]2[CH2:4][O:3]1. The catalyst class is: 5. (3) Reactant: [CH:1]([S:14][CH2:15][CH2:16][N:17]1[CH2:22][CH2:21][NH:20][CH2:19][CH2:18]1)([C:8]1[CH:13]=[CH:12][CH:11]=[CH:10][CH:9]=1)[C:2]1[CH:7]=[CH:6][CH:5]=[CH:4][CH:3]=1.[CH2:23]([CH:30]1[CH2:32][O:31]1)[C:24]1[CH:29]=[CH:28][CH:27]=[CH:26][CH:25]=1. Product: [CH:1]([S:14][CH2:15][CH2:16][N:17]1[CH2:18][CH2:19][N:20]([CH2:32][CH:30]([OH:31])[CH2:23][C:24]2[CH:29]=[CH:28][CH:27]=[CH:26][CH:25]=2)[CH2:21][CH2:22]1)([C:2]1[CH:3]=[CH:4][CH:5]=[CH:6][CH:7]=1)[C:8]1[CH:13]=[CH:12][CH:11]=[CH:10][CH:9]=1. The catalyst class is: 41.